Dataset: Catalyst prediction with 721,799 reactions and 888 catalyst types from USPTO. Task: Predict which catalyst facilitates the given reaction. (1) Reactant: [CH3:1][O:2][C:3]1[CH:25]=[CH:24][C:6]([CH2:7][N:8]2[CH2:12][C@H:11]([C:13]3[CH:18]=[CH:17][CH:16]=[C:15]([C:19]([F:22])([F:21])[F:20])[CH:14]=3)[NH:10][C:9]2=[O:23])=[CH:5][CH:4]=1.[Cl:26][C:27]1[CH:40]=[CH:39][C:30]([O:31][C:32]2[CH:37]=[CH:36][C:35](I)=[CH:34][CH:33]=2)=[CH:29][CH:28]=1.CN[C@@H]1CCCC[C@H]1NC.[O-]P([O-])([O-])=O.[K+].[K+].[K+]. The catalyst class is: 122. Product: [Cl:26][C:27]1[CH:40]=[CH:39][C:30]([O:31][C:32]2[CH:37]=[CH:36][C:35]([N:10]3[C@@H:11]([C:13]4[CH:18]=[CH:17][CH:16]=[C:15]([C:19]([F:20])([F:21])[F:22])[CH:14]=4)[CH2:12][NH:8][C:9]3=[O:23])=[CH:34][CH:33]=2)=[CH:29][CH:28]=1.[Cl:26][C:27]1[CH:40]=[CH:39][C:30]([O:31][C:32]2[CH:37]=[CH:36][C:35]([N:10]3[C@@H:11]([C:13]4[CH:18]=[CH:17][CH:16]=[C:15]([C:19]([F:21])([F:22])[F:20])[CH:14]=4)[CH2:12][N:8]([CH2:7][C:6]4[CH:5]=[CH:4][C:3]([O:2][CH3:1])=[CH:25][CH:24]=4)[C:9]3=[O:23])=[CH:34][CH:33]=2)=[CH:29][CH:28]=1. (2) Reactant: [O:1]([CH2:9][C:10]1[CH:11]=[CH:12][C:13]2[S:18][C:17]3[N:19]=[CH:20][CH:21]=[N:22][C:16]=3[NH:15][C:14]=2[CH:23]=1)[Si:2]([C:5]([CH3:8])([CH3:7])[CH3:6])([CH3:4])[CH3:3].[H-].[Na+].[C:26](Cl)(=[O:28])[CH3:27].O. Product: [C:26]([N:15]1[C:14]2[CH:23]=[C:10]([CH2:9][O:1][Si:2]([C:5]([CH3:6])([CH3:7])[CH3:8])([CH3:4])[CH3:3])[CH:11]=[CH:12][C:13]=2[S:18][C:17]2[N:19]=[CH:20][CH:21]=[N:22][C:16]1=2)(=[O:28])[CH3:27]. The catalyst class is: 9. (3) Reactant: COC1C=CC([C@H](N2C[C@H](C3CO3)CC2=O)C)=CC=1.C[O-].[Na+].[OH:23][C@@H:24]([C@H:28]1[CH2:32][N:31]([C@@H:33]([C:35]2[CH:40]=[CH:39][C:38]([O:41][CH3:42])=[CH:37][CH:36]=2)[CH3:34])[C:30](=[O:43])[CH2:29]1)[CH2:25][O:26][CH3:27]. Product: [OH:23][CH:24]([C@H:28]1[CH2:32][N:31]([C@@H:33]([C:35]2[CH:40]=[CH:39][C:38]([O:41][CH3:42])=[CH:37][CH:36]=2)[CH3:34])[C:30](=[O:43])[CH2:29]1)[CH2:25][O:26][CH3:27]. The catalyst class is: 5. (4) Reactant: [CH3:1][O:2][C:3]([C:5]1[NH:14][C:8]2=[N:9][CH:10]=[C:11]([NH2:13])[CH:12]=[C:7]2[CH:6]=1)=[O:4].[N+:15]([C:18]1[CH:19]=[C:20]([CH:24]=[CH:25][CH:26]=1)[CH2:21][CH2:22]Br)([O-:17])=[O:16].[Na+].[I-].C([O-])([O-])=O.[K+].[K+]. Product: [CH3:1][O:2][C:3]([C:5]1[NH:14][C:8]2=[N:9][CH:10]=[C:11]([NH:13][CH2:22][CH2:21][C:20]3[CH:24]=[CH:25][CH:26]=[C:18]([N+:15]([O-:17])=[O:16])[CH:19]=3)[CH:12]=[C:7]2[CH:6]=1)=[O:4]. The catalyst class is: 10. (5) Reactant: S(Cl)(Cl)=O.[F:5][C:6]([F:23])([F:22])[C:7]1[CH:8]=[C:9]([C:13]2([CH2:16][C:17](=[O:21])[C:18]([OH:20])=O)[CH2:15][CH2:14]2)[CH:10]=[CH:11][CH:12]=1.[NH2:24][C:25]1[CH:26]=[CH:27][C:28]2[C:33](=[O:34])[O:32][N:31]=[C:30]([CH3:35])[C:29]=2[CH:36]=1. Product: [F:22][C:6]([F:5])([F:23])[C:7]1[CH:8]=[C:9]([C:13]2([CH2:16][C:17](=[O:21])[C:18]([NH:24][C:25]3[CH:26]=[CH:27][C:28]4[C:33](=[O:34])[O:32][N:31]=[C:30]([CH3:35])[C:29]=4[CH:36]=3)=[O:20])[CH2:14][CH2:15]2)[CH:10]=[CH:11][CH:12]=1. The catalyst class is: 44. (6) Reactant: [OH:1][C:2]1[CH:3]=[C:4]([N:11]2[C:15]3[CH:16]=[CH:17][C:18]([C:20]([O:22][CH2:23][CH:24]=[CH2:25])=[O:21])=[CH:19][C:14]=3[N:13]=[CH:12]2)[S:5][C:6]=1[C:7]([O:9][CH3:10])=[O:8].[Cl:26][C:27]1[CH:32]=[CH:31][CH:30]=[CH:29][C:28]=1[C@@H:33](O)[CH3:34].C1(P(C2C=CC=CC=2)C2C=CC=CC=2)C=CC=CC=1.N(C(OC(C)(C)C)=O)=NC(OC(C)(C)C)=O. Product: [Cl:26][C:27]1[CH:32]=[CH:31][CH:30]=[CH:29][C:28]=1[C@H:33]([O:1][C:2]1[CH:3]=[C:4]([N:11]2[C:15]3[CH:16]=[CH:17][C:18]([C:20]([O:22][CH2:23][CH:24]=[CH2:25])=[O:21])=[CH:19][C:14]=3[N:13]=[CH:12]2)[S:5][C:6]=1[C:7]([O:9][CH3:10])=[O:8])[CH3:34]. The catalyst class is: 2. (7) Reactant: [F:1][C:2]1[C:3]([C:9]2[N:10]([CH:15]([CH3:17])[CH3:16])[C:11]([CH3:14])=[N:12][CH:13]=2)=[N:4][C:5]([NH2:8])=[N:6][CH:7]=1.CC1(C)C2C(=C(P(C3C=CC=CC=3)C3C=CC=CC=3)C=CC=2)OC2C(P(C3C=CC=CC=3)C3C=CC=CC=3)=CC=CC1=2.C(=O)([O-])[O-].[Cs+].[Cs+].I[C:67]1[CH:72]=[CH:71][C:70]([C:73]([N:75]2[CH2:80][CH2:79][O:78][CH2:77][CH2:76]2)=[O:74])=[CH:69][CH:68]=1. Product: [F:1][C:2]1[C:3]([C:9]2[N:10]([CH:15]([CH3:17])[CH3:16])[C:11]([CH3:14])=[N:12][CH:13]=2)=[N:4][C:5]([NH:8][C:67]2[CH:68]=[CH:69][C:70]([C:73]([N:75]3[CH2:80][CH2:79][O:78][CH2:77][CH2:76]3)=[O:74])=[CH:71][CH:72]=2)=[N:6][CH:7]=1. The catalyst class is: 584.